Predict the product of the given reaction. From a dataset of Forward reaction prediction with 1.9M reactions from USPTO patents (1976-2016). (1) Given the reactants [N:1]1[CH:6]=[CH:5][CH:4]=[CH:3][C:2]=1[CH2:7][OH:8].C1N=CN([C:14](N2C=NC=C2)=[O:15])C=1.[NH2:21][CH:22]1[CH2:27][CH2:26][CH:25]([CH2:28][O:29][C:30]([N:32]2[CH2:36][CH2:35][CH2:34][CH2:33]2)=[O:31])[CH2:24][CH2:23]1, predict the reaction product. The product is: [N:1]1[CH:6]=[CH:5][CH:4]=[CH:3][C:2]=1[CH2:7][O:8][C:14]([NH:21][CH:22]1[CH2:27][CH2:26][CH:25]([CH2:28][O:29][C:30]([N:32]2[CH2:36][CH2:35][CH2:34][CH2:33]2)=[O:31])[CH2:24][CH2:23]1)=[O:15]. (2) Given the reactants [CH:1]([O:4][C:5]([C:7]1[CH:8]([C:35]2[CH:40]=[CH:39][CH:38]=[C:37]([N+:41]([O-:43])=[O:42])[CH:36]=2)[C:9]([C:15]([O:17][CH:18]2[CH2:21][N:20]([CH:22]([C:29]3[CH:34]=[CH:33][CH:32]=[CH:31][CH:30]=3)[C:23]3[CH:28]=[CH:27][CH:26]=[CH:25][CH:24]=3)[CH2:19]2)=[O:16])=[C:10]([NH2:14])[NH:11][C:12]=1[CH3:13])=[O:6])([CH3:3])[CH3:2].[C:44]([OH:56])(=[O:55])[CH2:45][C:46]([CH2:51][C:52]([OH:54])=[O:53])([C:48]([OH:50])=[O:49])[OH:47], predict the reaction product. The product is: [C:44]([OH:56])(=[O:55])[CH2:45][C:46]([CH2:51][C:52]([OH:54])=[O:53])([C:48]([OH:50])=[O:49])[OH:47].[CH:1]([O:4][C:5]([C:7]1[CH:8]([C:35]2[CH:40]=[CH:39][CH:38]=[C:37]([N+:41]([O-:43])=[O:42])[CH:36]=2)[C:9]([C:15]([O:17][CH:18]2[CH2:19][N:20]([CH:22]([C:29]3[CH:34]=[CH:33][CH:32]=[CH:31][CH:30]=3)[C:23]3[CH:28]=[CH:27][CH:26]=[CH:25][CH:24]=3)[CH2:21]2)=[O:16])=[C:10]([NH2:14])[NH:11][C:12]=1[CH3:13])=[O:6])([CH3:3])[CH3:2].